The task is: Regression/Classification. Given a drug SMILES string, predict its absorption, distribution, metabolism, or excretion properties. Task type varies by dataset: regression for continuous measurements (e.g., permeability, clearance, half-life) or binary classification for categorical outcomes (e.g., BBB penetration, CYP inhibition). Dataset: cyp2c19_veith.. This data is from CYP2C19 inhibition data for predicting drug metabolism from PubChem BioAssay. The molecule is COC(=O)[C@@]1(Cc2ccc(F)cc2)[C@H]2c3cc(C(=O)N(C)C)n(Cc4ccccc4)c3C[C@H]2CN1C(=O)c1ccccc1. The result is 1 (inhibitor).